This data is from HIV replication inhibition screening data with 41,000+ compounds from the AIDS Antiviral Screen. The task is: Binary Classification. Given a drug SMILES string, predict its activity (active/inactive) in a high-throughput screening assay against a specified biological target. (1) The molecule is N=C(Nc1ccccc1)N(c1ccccc1)c1nc(=S)ss1. The result is 0 (inactive). (2) The molecule is NCC#CCNCCCN1CC1. The result is 0 (inactive). (3) The molecule is CCOC(=O)C1=C(OC(OCC)C(CC)[Se]c2ccccc2)CCCC1. The result is 0 (inactive). (4) The compound is Cc1ccc(-c2nnc(CCCCCCCCc3nnc(-c4ccc(C)cc4O)n3N)n2N)c(O)c1. The result is 0 (inactive). (5) The drug is COc1cc(C)cc2c1C(=O)C(Br)=CC2=O. The result is 0 (inactive). (6) The compound is CC(=O)OC1=C(c2ccccc2)c2ccccc2OC1. The result is 0 (inactive). (7) The molecule is CCNC(CCCC(NCC)P(=O)(O)O)P(=O)(O)O. The result is 0 (inactive).